Dataset: HIV replication inhibition screening data with 41,000+ compounds from the AIDS Antiviral Screen. Task: Binary Classification. Given a drug SMILES string, predict its activity (active/inactive) in a high-throughput screening assay against a specified biological target. The molecule is Brc1ccc(-c2cc(-c3ccc4c(c3)OCO4)c(-c3cccs3)n2Cc2ccccc2)cc1. The result is 0 (inactive).